Task: Predict the reaction yield, written as a fraction of the theoretical maximum amount of product (1.0 means a 100% yield; for example, 0.34 means a 34% yield).. Dataset: Reaction yield outcomes from USPTO patents with 853,638 reactions The reactants are [CH:1]1([CH2:7][C@H:8]([NH:21]C(=O)OC(C)(C)C)[CH2:9][N:10]([CH3:20])[C:11]([O:13][CH2:14][CH2:15][Si:16]([CH3:19])([CH3:18])[CH3:17])=[O:12])[CH2:6][CH2:5][CH2:4][CH2:3][CH2:2]1.C(OCC)C.CC1C=CC(S(O)(=O)=O)=CC=1. The catalyst is CCO. The product is [NH2:21][C@@H:8]([CH2:7][CH:1]1[CH2:2][CH2:3][CH2:4][CH2:5][CH2:6]1)[CH2:9][N:10]([CH3:20])[C:11](=[O:12])[O:13][CH2:14][CH2:15][Si:16]([CH3:18])([CH3:19])[CH3:17]. The yield is 0.800.